This data is from CYP1A2 inhibition data for predicting drug metabolism from PubChem BioAssay. The task is: Regression/Classification. Given a drug SMILES string, predict its absorption, distribution, metabolism, or excretion properties. Task type varies by dataset: regression for continuous measurements (e.g., permeability, clearance, half-life) or binary classification for categorical outcomes (e.g., BBB penetration, CYP inhibition). Dataset: cyp1a2_veith. The compound is COCCNc1ncnc2ccc(-c3ccccc3C(F)(F)F)cc12. The result is 1 (inhibitor).